This data is from Choline transporter screen with 302,306 compounds. The task is: Binary Classification. Given a drug SMILES string, predict its activity (active/inactive) in a high-throughput screening assay against a specified biological target. (1) The compound is FC(F)(F)C(NC(=O)CCCn1nnnc1CN1CCC(CC1)C)c1ncccc1. The result is 0 (inactive). (2) The molecule is S=C(Nc1ccc(NC(=O)C)cc1)NC(=O)/C=C\c1occc1. The result is 0 (inactive). (3) The drug is S(CC(=O)NC1CCCC1)c1sc(NC(=O)c2ccc(F)cc2)nn1. The result is 0 (inactive). (4) The drug is o1c2cc(N(CC)CC)ccc2c(O)cc1=O. The result is 0 (inactive).